Dataset: Reaction yield outcomes from USPTO patents with 853,638 reactions. Task: Predict the reaction yield, written as a fraction of the theoretical maximum amount of product (1.0 means a 100% yield; for example, 0.34 means a 34% yield). (1) The reactants are [C:1]1([C@H:7]2[CH2:11][O:10][C:9](=[O:12])[N:8]2[CH:13]([CH3:18])[C:14]([O:16]C)=[O:15])[CH:6]=[CH:5][CH:4]=[CH:3][CH:2]=1.[Li+].[OH-].N1CCC1=O. The catalyst is CO.O. The product is [C:1]1([C@H:7]2[CH2:11][O:10][C:9](=[O:12])[N:8]2[CH:13]([CH3:18])[C:14]([OH:16])=[O:15])[CH:2]=[CH:3][CH:4]=[CH:5][CH:6]=1. The yield is 0.960. (2) The reactants are [Cl:1][C:2]1[CH:3]=[C:4]([CH:9](O)[C:10]([F:13])([F:12])[F:11])[CH:5]=[C:6]([Cl:8])[CH:7]=1.C1C(=O)N([Br:22])C(=O)C1.P(OC1C=CC=CC=1)(OC1C=CC=CC=1)OC1C=CC=CC=1. The catalyst is C(Cl)Cl. The product is [Br:22][CH:9]([C:4]1[CH:3]=[C:2]([Cl:1])[CH:7]=[C:6]([Cl:8])[CH:5]=1)[C:10]([F:13])([F:12])[F:11]. The yield is 0.400. (3) The reactants are Cl[C:2]1[N:7]=[C:6]([NH:8][C@H:9]([C:11]2[N:12]([C:23]3[CH:28]=[CH:27][CH:26]=[CH:25][CH:24]=3)[C:13](=[O:22])[C:14]3[C:19]([CH:20]=2)=[CH:18][CH:17]=[CH:16][C:15]=3[CH3:21])[CH3:10])[C:5]([Cl:29])=[CH:4][N:3]=1.O.[NH3:31]. No catalyst specified. The product is [NH2:31][C:2]1[N:7]=[C:6]([NH:8][C@H:9]([C:11]2[N:12]([C:23]3[CH:24]=[CH:25][CH:26]=[CH:27][CH:28]=3)[C:13](=[O:22])[C:14]3[C:19]([CH:20]=2)=[CH:18][CH:17]=[CH:16][C:15]=3[CH3:21])[CH3:10])[C:5]([Cl:29])=[CH:4][N:3]=1. The yield is 0.496.